From a dataset of Peptide-MHC class I binding affinity with 185,985 pairs from IEDB/IMGT. Regression. Given a peptide amino acid sequence and an MHC pseudo amino acid sequence, predict their binding affinity value. This is MHC class I binding data. (1) The peptide sequence is SKAVHADMGY. The MHC is HLA-A30:02 with pseudo-sequence HLA-A30:02. The binding affinity (normalized) is 0.390. (2) The peptide sequence is MSRGYFEHMK. The MHC is Patr-A0101 with pseudo-sequence Patr-A0101. The binding affinity (normalized) is 0.272. (3) The peptide sequence is NFGTFYEHI. The MHC is HLA-A23:01 with pseudo-sequence HLA-A23:01. The binding affinity (normalized) is 0.435. (4) The peptide sequence is EIIPKIKAY. The MHC is HLA-A02:50 with pseudo-sequence HLA-A02:50. The binding affinity (normalized) is 0.0847. (5) The peptide sequence is IPMVTQLAM. The MHC is HLA-B53:01 with pseudo-sequence HLA-B53:01. The binding affinity (normalized) is 0.834. (6) The peptide sequence is RSVWIPGRW. The MHC is HLA-B46:01 with pseudo-sequence HLA-B46:01. The binding affinity (normalized) is 0.0847. (7) The peptide sequence is SDYDYYRYNL. The MHC is HLA-B45:01 with pseudo-sequence HLA-B45:01. The binding affinity (normalized) is 0.0640.